This data is from HIV replication inhibition screening data with 41,000+ compounds from the AIDS Antiviral Screen. The task is: Binary Classification. Given a drug SMILES string, predict its activity (active/inactive) in a high-throughput screening assay against a specified biological target. (1) The molecule is CC(=O)Nc1cc2c(cc1O)CCC1C2CCC2(C)C(O)CCC12. The result is 0 (inactive). (2) The molecule is CCOC(=O)C(Cl)(NC(=O)c1ccc(F)cc1)C(F)(F)F. The result is 0 (inactive). (3) The result is 0 (inactive). The compound is Cc1c[nH]c(C(=O)O)c1-c1ccc2c(-c3ccccc3)nc3ccccc3n12. (4) The compound is Nc1nc(N)nc(SCCOCCSc2nc(N)nc(N)n2)n1. The result is 0 (inactive). (5) The drug is CC(C)(C)N=P(c1ccccc1)(c1ccccc1)c1ccccc1. The result is 0 (inactive). (6) The result is 1 (active). The molecule is FC(F)(Sc1ncccn1)c1nc2ccccc2o1. (7) The molecule is O=[N+]([O-])c1ccc2oc(=Nc3ccccc3)c(Nc3ccccc3)nc2c1. The result is 0 (inactive). (8) The drug is CCCCCCCC1(N=[N+]=[N-])C(=O)c2ccccc2N(C)C1=O. The result is 1 (active).